From a dataset of Reaction yield outcomes from USPTO patents with 853,638 reactions. Predict the reaction yield, written as a fraction of the theoretical maximum amount of product (1.0 means a 100% yield; for example, 0.34 means a 34% yield). The reactants are C(=O)([O-])[O-].[K+].[K+].[C:7]1(/[CH:13]=[CH:14]/B(O)O)[CH:12]=[CH:11][CH:10]=[CH:9][CH:8]=1.I[C:19]1[CH:24]=[CH:23][N:22]([CH2:25][CH2:26][C@@:27]([CH3:42])([S:38]([CH3:41])(=[O:40])=[O:39])[C:28]([NH:30][O:31][CH:32]2[CH2:37][CH2:36][CH2:35][CH2:34][O:33]2)=[O:29])[C:21](=[O:43])[CH:20]=1.O1CCOCC1.O. The catalyst is C(OCC)(=O)C.[Pd]. The product is [CH3:42][C@@:27]([S:38]([CH3:41])(=[O:39])=[O:40])([CH2:26][CH2:25][N:22]1[CH:23]=[CH:24][C:19](/[CH:14]=[CH:13]/[C:7]2[CH:12]=[CH:11][CH:10]=[CH:9][CH:8]=2)=[CH:20][C:21]1=[O:43])[C:28]([NH:30][O:31][CH:32]1[CH2:37][CH2:36][CH2:35][CH2:34][O:33]1)=[O:29]. The yield is 0.470.